This data is from Reaction yield outcomes from USPTO patents with 853,638 reactions. The task is: Predict the reaction yield, written as a fraction of the theoretical maximum amount of product (1.0 means a 100% yield; for example, 0.34 means a 34% yield). (1) The reactants are [NH2:1][N:2]1[C:7]([CH3:8])=[CH:6][C:5]([CH3:9])=[C:4]([C:10]#[N:11])[C:3]1=[O:12].[CH3:13][N:14]([CH:16](OC)OC)[CH3:15].[CH3:21]N(C=O)C. No catalyst specified. The product is [CH3:13][N:14]([CH3:16])/[CH:15]=[CH:9]/[C:5]1[CH:6]=[C:7]2[CH:8]=[CH:21][NH:1][N:2]2[C:3](=[O:12])[C:4]=1[C:10]#[N:11]. The yield is 0.576. (2) The reactants are [CH3:1][O:2][C:3]1[N:4]=[C:5]([O:36][CH3:37])[C:6]2[C:11]([C:12]3[CH:17]=[CH:16][CH:15]=[CH:14][CH:13]=3)=[C:10]([C:18]3[CH:23]=[CH:22][C:21]([C:24]4([NH:28]C(=O)OC(C)(C)C)[CH2:27][CH2:26][CH2:25]4)=[CH:20][CH:19]=3)[O:9][C:7]=2[N:8]=1.C(O)(C(F)(F)F)=O. The catalyst is C(Cl)Cl. The product is [CH3:1][O:2][C:3]1[N:4]=[C:5]([O:36][CH3:37])[C:6]2[C:11]([C:12]3[CH:13]=[CH:14][CH:15]=[CH:16][CH:17]=3)=[C:10]([C:18]3[CH:23]=[CH:22][C:21]([C:24]4([NH2:28])[CH2:27][CH2:26][CH2:25]4)=[CH:20][CH:19]=3)[O:9][C:7]=2[N:8]=1. The yield is 0.240.